The task is: Predict the product of the given reaction.. This data is from Forward reaction prediction with 1.9M reactions from USPTO patents (1976-2016). (1) Given the reactants [CH2:1]([CH:4]([C:8]1[N:13]2[N:14]=[C:15]([CH3:17])[CH:16]=[C:12]2[N:11]=[C:10]([CH3:18])[CH:9]=1)[CH2:5][CH2:6][CH3:7])[CH2:2][CH3:3].[I:19]N1C(=O)CCC1=O, predict the reaction product. The product is: [CH2:1]([CH:4]([C:8]1[N:13]2[N:14]=[C:15]([CH3:17])[C:16]([I:19])=[C:12]2[N:11]=[C:10]([CH3:18])[CH:9]=1)[CH2:5][CH2:6][CH3:7])[CH2:2][CH3:3]. (2) Given the reactants [F:1][C:2]1[CH:11]=[C:10]2[C:5]([C:6](=[O:12])[CH2:7][CH2:8][O:9]2)=[CH:4][CH:3]=1.[BH4-].[Na+], predict the reaction product. The product is: [F:1][C:2]1[CH:11]=[C:10]2[C:5]([CH:6]([OH:12])[CH2:7][CH2:8][O:9]2)=[CH:4][CH:3]=1. (3) Given the reactants [Br:1][C:2]1[C:7]([C:8]([OH:10])=[O:9])=[C:6]([F:11])[C:5]([C@H:12]2[CH2:17][CH2:16][C@H:15]([CH2:18][CH2:19][CH2:20][CH2:21][CH3:22])[CH2:14][CH2:13]2)=[CH:4][CH:3]=1.[C:23](=O)([O-])[O-].[K+].[K+].CI, predict the reaction product. The product is: [Br:1][C:2]1[C:7]([C:8]([O:10][CH3:23])=[O:9])=[C:6]([F:11])[C:5]([CH:12]2[CH2:17][CH2:16][CH:15]([CH2:18][CH2:19][CH2:20][CH2:21][CH3:22])[CH2:14][CH2:13]2)=[CH:4][CH:3]=1. (4) Given the reactants [ClH:1].[ClH:2].[NH2:3][CH:4]([C:17]1[CH:31]=[CH:30][C:20]([C:21]([NH:23][C:24]2[CH:29]=[CH:28][N:27]=[CH:26][CH:25]=2)=[O:22])=[CH:19][CH:18]=1)[CH2:5][N:6]([S:8]([C:11]1[CH:16]=[CH:15][CH:14]=[CH:13][CH:12]=1)(=[O:10])=[O:9])[CH3:7].C(OC(=O)NC(C1C=CC(C(=O)NC2C=CN=CC=2)=CC=1)C1CCCN1)(C)(C)C, predict the reaction product. The product is: [ClH:1].[ClH:1].[NH2:3][CH:4]([C:17]1[CH:31]=[CH:30][C:20]([C:21]([NH:23][C:24]2[CH:29]=[CH:28][N:27]=[CH:26][CH:25]=2)=[O:22])=[CH:19][CH:18]=1)[CH2:5][N:6]([S:8]([C:11]1[CH:12]=[CH:13][C:14]([Cl:1])=[CH:15][CH:16]=1)(=[O:10])=[O:9])[CH3:7].[Cl:1][C:14]1[CH:15]=[CH:16][C:11]([S:8]([Cl:2])(=[O:10])=[O:9])=[CH:12][CH:13]=1. (5) Given the reactants [C:1]([O:5][C:6]([N:8]1[CH2:13][CH:12]=[C:11](OS(C)(=O)=O)[CH2:10][CH2:9]1)=[O:7])([CH3:4])([CH3:3])[CH3:2].[N+:19]([C:22]1[CH:23]=[C:24](B(O)O)[CH:25]=[CH:26][CH:27]=1)([O-:21])=[O:20], predict the reaction product. The product is: [C:1]([O:5][C:6]([N:8]1[CH2:13][CH:12]=[C:11]([C:26]2[CH:25]=[CH:24][CH:23]=[C:22]([N+:19]([O-:21])=[O:20])[CH:27]=2)[CH2:10][CH2:9]1)=[O:7])([CH3:4])([CH3:3])[CH3:2]. (6) Given the reactants [CH3:1][S:2][C:3]1[N:4]=[CH:5][C:6]2[CH2:11][NH:10][CH2:9][C:7]=2[N:8]=1.Br[C:13]1[CH:18]=[CH:17][N:16]=[C:15]([C:19]([NH:21][C:22]2[CH:27]=[CH:26][C:25]([C:28]([F:31])([F:30])[F:29])=[CH:24][CH:23]=2)=[O:20])[CH:14]=1, predict the reaction product. The product is: [F:31][C:28]([F:29])([F:30])[C:25]1[CH:24]=[CH:23][C:22]([NH:21][C:19]([C:15]2[CH:14]=[C:13]([N:10]3[CH2:11][C:6]4[CH:5]=[N:4][C:3]([S:2][CH3:1])=[N:8][C:7]=4[CH2:9]3)[CH:18]=[CH:17][N:16]=2)=[O:20])=[CH:27][CH:26]=1. (7) Given the reactants [CH:1]1([C:6]2[CH:7]=[C:8]([C:18]([OH:20])=O)[CH:9]=[N:10][C:11]=2[O:12][CH2:13][C:14]([F:17])([F:16])[F:15])[CH2:5][CH2:4][CH2:3][CH2:2]1.[Cl:21][C:22]1[N:23]=[N:24][C:25]([N:28]([CH3:30])[NH2:29])=[CH:26][CH:27]=1, predict the reaction product. The product is: [Cl:21][C:22]1[N:23]=[N:24][C:25]([N:28]([CH3:30])[NH:29][C:18]([C:8]2[CH:9]=[N:10][C:11]([O:12][CH2:13][C:14]([F:15])([F:16])[F:17])=[C:6]([CH:1]3[CH2:2][CH2:3][CH2:4][CH2:5]3)[CH:7]=2)=[O:20])=[CH:26][CH:27]=1.